This data is from Forward reaction prediction with 1.9M reactions from USPTO patents (1976-2016). The task is: Predict the product of the given reaction. (1) Given the reactants Cl.[OH:2][C:3]1[CH:4]=[C:5]([CH:9]=[CH:10][CH:11]=1)[CH2:6][CH2:7][NH2:8].[C:12]([O:16][CH2:17][CH3:18])(=[O:15])[CH:13]=O.C(N(CC)CC)C.[CH3:26][C:27]([O:30][C:31](O[C:31]([O:30][C:27]([CH3:29])([CH3:28])[CH3:26])=[O:32])=[O:32])([CH3:29])[CH3:28], predict the reaction product. The product is: [OH:2][C:3]1[CH:4]=[C:5]2[C:9](=[CH:10][CH:11]=1)[CH:13]([C:12]([O:16][CH2:17][CH3:18])=[O:15])[N:8]([C:31]([O:30][C:27]([CH3:29])([CH3:28])[CH3:26])=[O:32])[CH2:7][CH2:6]2. (2) Given the reactants [CH2:1]([O:8][C:9](=[O:30])[C@@H:10]([NH:22][C:23]([O:25][C:26]([CH3:29])([CH3:28])[CH3:27])=[O:24])[CH2:11][C:12](=O)[NH:13][C:14]1[CH:19]=[CH:18][CH:17]=[CH:16][C:15]=1[NH2:20])[C:2]1[CH:7]=[CH:6][CH:5]=[CH:4][CH:3]=1, predict the reaction product. The product is: [CH2:1]([O:8][C:9](=[O:30])[C@@H:10]([NH:22][C:23]([O:25][C:26]([CH3:29])([CH3:28])[CH3:27])=[O:24])[CH2:11][C:12]1[NH:20][C:15]2[CH:16]=[CH:17][CH:18]=[CH:19][C:14]=2[N:13]=1)[C:2]1[CH:7]=[CH:6][CH:5]=[CH:4][CH:3]=1. (3) Given the reactants C(NC(C)C)(C)C.[Li][CH2:9][CH2:10][CH2:11][CH3:12].[N:13]1[C:23]2[C:18](=[CH:19][CH:20]=[CH:21][CH:22]=2)[CH:17]=CC=1C.CI, predict the reaction product. The product is: [CH2:11]([C:10]1[CH:9]=[CH:17][C:18]2[C:23](=[CH:22][CH:21]=[CH:20][CH:19]=2)[N:13]=1)[CH3:12]. (4) Given the reactants Cl.C(OC([NH:9][C:10]1[C:15](B(O)O)=[CH:14][CH:13]=[CH:12][N:11]=1)=O)(C)(C)C.C(=O)([O-])[O-].[K+].[K+].Br[C:26]1[C:27]([C:42]#[N:43])=[N:28][N:29]([CH2:38][CH2:39][O:40][CH3:41])[C:30]=1[CH2:31][CH:32]1[CH2:37][CH2:36][O:35][CH2:34][CH2:33]1, predict the reaction product. The product is: [CH3:41][O:40][CH2:39][CH2:38][N:29]1[C:30]([CH2:31][CH:32]2[CH2:37][CH2:36][O:35][CH2:34][CH2:33]2)=[C:26]2[C:27]([C:42]([NH2:43])=[N:9][C:10]3[N:11]=[CH:12][CH:13]=[CH:14][C:15]=32)=[N:28]1.